From a dataset of Full USPTO retrosynthesis dataset with 1.9M reactions from patents (1976-2016). Predict the reactants needed to synthesize the given product. Given the product [NH2:20][C:18]1[CH:19]=[C:14]([C:12]([NH:1][CH:2]([CH2:3][OH:4])[CH2:7][OH:8])=[O:13])[CH:15]=[C:16]([C:21]([NH:1][CH:2]([CH2:5][OH:6])[CH2:3][OH:4])=[O:23])[CH:17]=1, predict the reactants needed to synthesize it. The reactants are: [NH2:1][CH:2]([CH2:5][OH:6])[CH2:3][OH:4].[CH3:7][O-:8].[Na+].CO[C:12]([C:14]1[CH:19]=[C:18]([NH2:20])[CH:17]=[C:16]([C:21]([O:23]C)=O)[CH:15]=1)=[O:13].